This data is from Peptide-MHC class II binding affinity with 134,281 pairs from IEDB. The task is: Regression. Given a peptide amino acid sequence and an MHC pseudo amino acid sequence, predict their binding affinity value. This is MHC class II binding data. The peptide sequence is EKKYFAAPQFEPLAA. The MHC is DRB1_1602 with pseudo-sequence DRB1_1602. The binding affinity (normalized) is 0.567.